This data is from Catalyst prediction with 721,799 reactions and 888 catalyst types from USPTO. The task is: Predict which catalyst facilitates the given reaction. The catalyst class is: 14. Reactant: [C:1]([CH2:3][CH2:4][NH:5][C:6](=[O:12])[O:7][C:8]([CH3:11])([CH3:10])[CH3:9])#[N:2].[NH2:13][OH:14]. Product: [NH2:2]/[C:1](=[N:13]/[OH:14])/[CH2:3][CH2:4][NH:5][C:6](=[O:12])[O:7][C:8]([CH3:9])([CH3:11])[CH3:10].